From a dataset of Catalyst prediction with 721,799 reactions and 888 catalyst types from USPTO. Predict which catalyst facilitates the given reaction. (1) Product: [F:1][C:2]1[C:10]([F:11])=[CH:9][C:5]([C:6]#[N:8])=[C:4]([N+:12]([O-:14])=[O:13])[CH:3]=1. The catalyst class is: 2. Reactant: [F:1][C:2]1[C:10]([F:11])=[CH:9][C:5]([C:6]([NH2:8])=O)=[C:4]([N+:12]([O-:14])=[O:13])[CH:3]=1.O(C(C(F)(F)F)=O)C(C(F)(F)F)=O.CCN(CC)CC. (2) Reactant: Br[C:2]1[C:3](=[O:10])[N:4]([CH3:9])[CH:5]=[C:6]([Br:8])[CH:7]=1.[CH3:11][N:12]1[CH:16]=[CH:15][C:14]([NH2:17])=[N:13]1.C1(C2C3C(=CC=CC=3)C(C3C4C(=CC=CC=4)C=CC=3)=C(P)C=2C2C=CC=CC=2)C=CC=CC=1.C(=O)([O-])[O-].[Cs+].[Cs+]. Product: [Br:8][C:6]1[CH:7]=[C:2]([NH:17][C:14]2[CH:15]=[CH:16][N:12]([CH3:11])[N:13]=2)[C:3](=[O:10])[N:4]([CH3:9])[CH:5]=1. The catalyst class is: 226.